Predict the reaction yield, written as a fraction of the theoretical maximum amount of product (1.0 means a 100% yield; for example, 0.34 means a 34% yield). From a dataset of Reaction yield outcomes from USPTO patents with 853,638 reactions. (1) The reactants are [CH3:1][NH:2][CH2:3][C@H:4]1[CH2:9][CH2:8][C@H:7]([CH2:10][OH:11])[CH2:6][CH2:5]1.[CH2:12]([O:19][C:20]([O:22]N1C(=O)CCC1=O)=O)[C:13]1[CH:18]=[CH:17][CH:16]=[CH:15][CH:14]=1. The catalyst is CO. The product is [CH2:12]([O:19][C:20](=[O:22])[N:2]([CH2:3][C@H:4]1[CH2:9][CH2:8][C@H:7]([CH2:10][OH:11])[CH2:6][CH2:5]1)[CH3:1])[C:13]1[CH:14]=[CH:15][CH:16]=[CH:17][CH:18]=1. The yield is 0.429. (2) The reactants are Cl[C:2](OC(Cl)(Cl)Cl)=[O:3].[NH2:9][C:10]1[CH:18]=[CH:17][C:16]([Cl:19])=[CH:15][C:11]=1[C:12]([OH:14])=[O:13]. The catalyst is O1CCOCC1. The product is [Cl:19][C:16]1[CH:17]=[CH:18][C:10]2[NH:9][C:2](=[O:3])[O:13][C:12](=[O:14])[C:11]=2[CH:15]=1. The yield is 0.920. (3) The product is [Br:1][C:2]1[CH:3]=[C:4]([NH:15][CH2:14][CH2:13][N:12]([CH3:16])[CH3:11])[CH:7]=[C:8]([F:10])[CH:9]=1. The catalyst is CO. The yield is 0.510. The reactants are [Br:1][C:2]1[CH:3]=[C:4]([CH:7]=[C:8]([F:10])[CH:9]=1)C=O.[CH3:11][N:12]([CH3:16])[CH2:13][CH2:14][NH2:15].CC(O)=O.[BH3-]C#N.[Na+]. (4) The reactants are [OH:1][C@@H:2]([CH3:10])[C:3]([N:5]1[CH2:9][CH2:8][CH2:7][CH2:6]1)=[O:4].N1C=CN=C1.[C:16]([Si:20](Cl)([CH3:22])[CH3:21])([CH3:19])([CH3:18])[CH3:17].O. The catalyst is CN(C1C=CN=CC=1)C.CN(C=O)C. The product is [Si:20]([O:1][C@@H:2]([CH3:10])[C:3]([N:5]1[CH2:9][CH2:8][CH2:7][CH2:6]1)=[O:4])([C:16]([CH3:19])([CH3:18])[CH3:17])([CH3:22])[CH3:21]. The yield is 0.770.